This data is from Catalyst prediction with 721,799 reactions and 888 catalyst types from USPTO. The task is: Predict which catalyst facilitates the given reaction. Reactant: [N:1]1([CH2:7][C:8]2[CH:13]=[CH:12][C:11]([C:14]([N:16]3[CH2:21][CH2:20][NH:19][CH2:18][CH2:17]3)=[O:15])=[CH:10][CH:9]=2)[CH2:6][CH2:5][O:4][CH2:3][CH2:2]1.[C:22](OC(N1CCN(C(=O)C2C=CC(CN3CCOCC3)=CC=2)CC1)=O)([CH3:25])(C)[CH3:23].C(O)(C(F)(F)F)=O. Product: [CH:25]1([N:19]2[CH2:18][CH2:17][N:16]([C:14]([C:11]3[CH:10]=[CH:9][C:8]([CH2:7][N:1]4[CH2:2][CH2:3][O:4][CH2:5][CH2:6]4)=[CH:13][CH:12]=3)=[O:15])[CH2:21][CH2:20]2)[CH2:22][CH2:23]1. The catalyst class is: 2.